From a dataset of Forward reaction prediction with 1.9M reactions from USPTO patents (1976-2016). Predict the product of the given reaction. (1) Given the reactants [F:1][C:2]1[CH:7]=[CH:6][C:5]([S:8]([CH:10]([C:21]2[C:26]([F:27])=[CH:25][CH:24]=[C:23]([F:28])[C:22]=2[F:29])[C:11]2[C:12]([CH3:20])=[CH:13][C:14]([C:17]([NH2:19])=[O:18])=[N:15][CH:16]=2)=[O:9])=[CH:4][CH:3]=1.ClC1C=CC=C(C(OO)=[O:38])C=1, predict the reaction product. The product is: [F:1][C:2]1[CH:7]=[CH:6][C:5]([S:8]([CH:10]([C:21]2[C:26]([F:27])=[CH:25][CH:24]=[C:23]([F:28])[C:22]=2[F:29])[C:11]2[C:12]([CH3:20])=[CH:13][C:14]([C:17]([NH2:19])=[O:18])=[N:15][CH:16]=2)(=[O:38])=[O:9])=[CH:4][CH:3]=1. (2) Given the reactants Cl[C:2]1[N:7]=[C:6]([NH:8][C:9]2[NH:10][N:11]=[C:12]([CH3:14])[CH:13]=2)[CH:5]=[C:4]([C:15]2[CH:20]=[CH:19][CH:18]=[CH:17][CH:16]=2)[N:3]=1.[C:21]([NH:24][C:25]1[CH:30]=[CH:29][C:28]([SH:31])=[CH:27][CH:26]=1)(=[O:23])[CH3:22], predict the reaction product. The product is: [C:21]([NH:24][C:25]1[CH:30]=[CH:29][C:28]([S:31][C:2]2[N:7]=[C:6]([NH:8][C:9]3[NH:10][N:11]=[C:12]([CH3:14])[CH:13]=3)[CH:5]=[C:4]([C:15]3[CH:20]=[CH:19][CH:18]=[CH:17][CH:16]=3)[N:3]=2)=[CH:27][CH:26]=1)(=[O:23])[CH3:22]. (3) The product is: [Br-:1].[CH:6]1[C:7]2[C:12](=[CH:11][CH:10]=[CH:9][CH:8]=2)[CH:13]=[CH:14][C:5]=1[C:3](=[O:4])[CH2:2][S+:15]1[CH2:19][CH2:18][CH2:17][CH2:16]1. Given the reactants [Br:1][CH2:2][C:3]([C:5]1[CH:14]=[CH:13][C:12]2[C:7](=[CH:8][CH:9]=[CH:10][CH:11]=2)[CH:6]=1)=[O:4].[S:15]1[CH2:19][CH2:18][CH2:17][CH2:16]1, predict the reaction product. (4) Given the reactants Cl.[F:2][C:3]1[CH:8]=[CH:7][C:6]([NH:9][NH2:10])=[CH:5][CH:4]=1.Cl.CN(C)[CH:14]=[CH:15][C:16]([C:18]1[CH:28]=[CH:27][C:21]2[O:22][CH2:23][C:24](=[O:26])[NH:25][C:20]=2[CH:19]=1)=O, predict the reaction product. The product is: [F:2][C:3]1[CH:8]=[CH:7][C:6]([N:9]2[C:16]([C:18]3[CH:28]=[CH:27][C:21]4[O:22][CH2:23][C:24](=[O:26])[NH:25][C:20]=4[CH:19]=3)=[CH:15][CH:14]=[N:10]2)=[CH:5][CH:4]=1. (5) Given the reactants CC(OC(/N=N/C(OC(C)C)=O)=O)C.[F:15][C:16]1[C:17]([OH:35])=[C:18]([CH:29]=[C:30]([N+:32]([O-])=O)[CH:31]=1)[CH2:19][N:20]([CH3:28])[C:21](=[O:27])[O:22][C:23]([CH3:26])([CH3:25])[CH3:24].[CH3:36][O:37][CH2:38][CH2:39][CH2:40]O.C1(P(C2C=CC=CC=2)C2C=CC=CC=2)C=CC=CC=1.[Cl-].[NH4+], predict the reaction product. The product is: [NH2:32][C:30]1[CH:31]=[C:16]([F:15])[C:17]([O:35][CH2:40][CH2:39][CH2:38][O:37][CH3:36])=[C:18]([CH:29]=1)[CH2:19][N:20]([CH3:28])[C:21](=[O:27])[O:22][C:23]([CH3:26])([CH3:25])[CH3:24]. (6) Given the reactants [CH:1]1([C:4]2[CH:13]=[CH:12][CH:11]=[C:10]([F:14])[C:5]=2[C:6](OC)=[O:7])[CH2:3][CH2:2]1.[H-].[Al+3].[Li+].[H-].[H-].[H-].O, predict the reaction product. The product is: [CH:1]1([C:4]2[CH:13]=[CH:12][CH:11]=[C:10]([F:14])[C:5]=2[CH2:6][OH:7])[CH2:3][CH2:2]1.